This data is from Catalyst prediction with 721,799 reactions and 888 catalyst types from USPTO. The task is: Predict which catalyst facilitates the given reaction. (1) Reactant: [F:1][C:2]1[CH:28]=[CH:27][C:5]([CH2:6][N:7]2[CH2:11][CH2:10][CH:9]([N:12]3[CH2:17][CH2:16][CH:15]([C:18]4[CH:23]=[CH:22][C:21]([O:24]C)=[CH:20][CH:19]=4)[CH2:14][CH2:13]3)[C:8]2=[O:26])=[CH:4][CH:3]=1.B(Br)(Br)Br. Product: [F:1][C:2]1[CH:3]=[CH:4][C:5]([CH2:6][N:7]2[CH2:11][CH2:10][CH:9]([N:12]3[CH2:17][CH2:16][CH:15]([C:18]4[CH:23]=[CH:22][C:21]([OH:24])=[CH:20][CH:19]=4)[CH2:14][CH2:13]3)[C:8]2=[O:26])=[CH:27][CH:28]=1. The catalyst class is: 4. (2) Reactant: Cl[C:2]1[C:11]2=[N:12][N:13](CC3C=CC(OC)=CC=3)[CH:14]=[C:10]2[C:9]2[CH:8]=[CH:7][CH:6]=[C:5]([O:24][CH3:25])[C:4]=2[N:3]=1.[CH3:26][O:27][C:28]1[CH:29]=[C:30]([CH:32]=[CH:33][C:34]=1[O:35][CH3:36])[NH2:31].Cl. Product: [CH3:26][O:27][C:28]1[CH:29]=[C:30]([NH:31][C:2]2[C:11]3=[N:12][NH:13][CH:14]=[C:10]3[C:9]3[CH:8]=[CH:7][CH:6]=[C:5]([O:24][CH3:25])[C:4]=3[N:3]=2)[CH:32]=[CH:33][C:34]=1[O:35][CH3:36]. The catalyst class is: 71. (3) The catalyst class is: 1. Reactant: [H-].[Al+3].[Li+].[H-].[H-].[H-].[CH2:7]([C:11]1[S:12][C:13]2[CH:19]=[CH:18][C:17]([C:20]#[N:21])=[CH:16][C:14]=2[N:15]=1)[CH:8]([CH3:10])[CH3:9].O.[OH-].[Na+]. Product: [NH2:21][CH2:20][C:17]1[CH:18]=[CH:19][C:13]2[S:12][C:11]([CH2:7][CH:8]([CH3:9])[CH3:10])=[N:15][C:14]=2[CH:16]=1. (4) Reactant: C([O:3][C:4](=[O:33])[C:5]1[CH:10]=[CH:9][CH:8]=[C:7]([N:11]2[C:15]([CH3:16])=[CH:14][CH:13]=[C:12]2[C:17]2[CH:22]=[CH:21][CH:20]=[CH:19][C:18]=2[O:23][CH2:24][C:25]2[CH:30]=[CH:29][C:28]([F:31])=[CH:27][C:26]=2[F:32])[CH:6]=1)C.[OH-].[Na+]. Product: [F:32][C:26]1[CH:27]=[C:28]([F:31])[CH:29]=[CH:30][C:25]=1[CH2:24][O:23][C:18]1[CH:19]=[CH:20][CH:21]=[CH:22][C:17]=1[C:12]1[N:11]([C:7]2[CH:6]=[C:5]([CH:10]=[CH:9][CH:8]=2)[C:4]([OH:33])=[O:3])[C:15]([CH3:16])=[CH:14][CH:13]=1. The catalyst class is: 14. (5) Reactant: [NH2:1][C:2]1[CH:9]=[CH:8][C:5]([C:6]#[N:7])=[C:4]([C:10]([F:13])([F:12])[F:11])[CH:3]=1.[C:14]1(=O)[CH2:19][CH2:18][CH2:17][C:16](=[O:20])[CH2:15]1.N1C=CC=CC=1.C1(C)C=CC(S(O)(=O)=O)=CC=1. Product: [O:20]=[C:16]1[CH2:17][CH2:18][CH2:19][C:14]([NH:1][C:2]2[CH:9]=[CH:8][C:5]([C:6]#[N:7])=[C:4]([C:10]([F:11])([F:12])[F:13])[CH:3]=2)=[CH:15]1. The catalyst class is: 11.